Task: Predict the reaction yield, written as a fraction of the theoretical maximum amount of product (1.0 means a 100% yield; for example, 0.34 means a 34% yield).. Dataset: Reaction yield outcomes from USPTO patents with 853,638 reactions (1) The reactants are Br[CH2:2][C:3]([C:5]1[C:6]2[CH:13]=[CH:12][N:11]([S:14]([C:17]3[CH:22]=[CH:21][C:20]([CH3:23])=[CH:19][CH:18]=3)(=[O:16])=[O:15])[C:7]=2[N:8]=[CH:9][N:10]=1)=O.[NH2:24][C:25]([NH2:27])=[S:26]. The catalyst is CC(C)=O. The product is [C:20]1([CH3:23])[CH:21]=[CH:22][C:17]([S:14]([N:11]2[C:7]3[N:8]=[CH:9][N:10]=[C:5]([C:3]4[N:24]=[C:25]([NH2:27])[S:26][CH:2]=4)[C:6]=3[CH:13]=[CH:12]2)(=[O:16])=[O:15])=[CH:18][CH:19]=1. The yield is 0.720. (2) The reactants are [CH:1]([O:14][C:15]1[C:16]2[C:35](=[O:36])[N:34]([CH2:37][C:38]3[CH:43]=[CH:42][C:41]([F:44])=[CH:40][CH:39]=3)[CH2:33][C:17]=2[C:18](OS(C(F)(F)F)(=O)=O)=[C:19]2[C:24]=1[N:23]=[CH:22][CH:21]=[CH:20]2)([C:8]1[CH:13]=[CH:12][CH:11]=[CH:10][CH:9]=1)[C:2]1[CH:7]=[CH:6][CH:5]=[CH:4][CH:3]=1.C([O-])([O-])=O.[K+].[K+].[CH3:51][CH2:52][O:53][C:54]([CH3:56])=O.[CH3:57][CH2:58][CH2:59][CH2:60]CC. The catalyst is C1(C)C=CC=CC=1.C(O)C.O.CCOC(C)=O.[Pd].C1(P(C2C=CC=CC=2)C2C=CC=CC=2)C=CC=CC=1.C1(P(C2C=CC=CC=2)C2C=CC=CC=2)C=CC=CC=1.C1(P(C2C=CC=CC=2)C2C=CC=CC=2)C=CC=CC=1.C1(P(C2C=CC=CC=2)C2C=CC=CC=2)C=CC=CC=1. The product is [CH:1]([O:14][C:15]1[C:16]2[C:35](=[O:36])[N:34]([CH2:37][C:38]3[CH:43]=[CH:42][C:41]([F:44])=[CH:40][CH:39]=3)[CH2:33][C:17]=2[C:18]([C:58]2[CH:59]=[CH:60][C:54]([O:53][CH2:52][CH3:51])=[CH:56][CH:57]=2)=[C:19]2[C:24]=1[N:23]=[CH:22][CH:21]=[CH:20]2)([C:8]1[CH:9]=[CH:10][CH:11]=[CH:12][CH:13]=1)[C:2]1[CH:3]=[CH:4][CH:5]=[CH:6][CH:7]=1. The yield is 0.210. (3) The reactants are [H-].[Na+].[Cl:3][C:4]1[C:5]([F:25])=[C:6]([CH:10]([OH:24])[C@@H:11]2[CH2:16][CH2:15][CH2:14][N:13]([C:17]([O:19][C:20]([CH3:23])([CH3:22])[CH3:21])=[O:18])[CH2:12]2)[CH:7]=[CH:8][CH:9]=1.Br[CH2:27][C:28]([O:30][CH2:31][CH3:32])=[O:29].[NH4+].[Cl-]. The catalyst is C1COCC1. The product is [Cl:3][C:4]1[C:5]([F:25])=[C:6]([CH:10]([O:24][CH2:27][C:28]([O:30][CH2:31][CH3:32])=[O:29])[C@@H:11]2[CH2:16][CH2:15][CH2:14][N:13]([C:17]([O:19][C:20]([CH3:21])([CH3:22])[CH3:23])=[O:18])[CH2:12]2)[CH:7]=[CH:8][CH:9]=1. The yield is 0.800. (4) The reactants are Br[C:2]1[CH:7]=[CH:6][C:5]([C:8]2[C:12]([C:13]3[CH:18]=[CH:17][CH:16]=[CH:15][CH:14]=3)=[C:11]([CH3:19])[O:10][N:9]=2)=[CH:4][CH:3]=1.C(OCC)(=O)C.O.[CH3:27][N:28](C=O)C. The catalyst is [C-]#N.[Zn+2].[C-]#N.[Pd].C1(P(C2C=CC=CC=2)C2C=CC=CC=2)C=CC=CC=1.C1(P(C2C=CC=CC=2)C2C=CC=CC=2)C=CC=CC=1.C1(P(C2C=CC=CC=2)C2C=CC=CC=2)C=CC=CC=1.C1(P(C2C=CC=CC=2)C2C=CC=CC=2)C=CC=CC=1. The product is [CH3:19][C:11]1[O:10][N:9]=[C:8]([C:5]2[CH:6]=[CH:7][C:2]([C:27]#[N:28])=[CH:3][CH:4]=2)[C:12]=1[C:13]1[CH:18]=[CH:17][CH:16]=[CH:15][CH:14]=1. The yield is 0.710. (5) The reactants are [NH2:1][C:2]1[N:7]=[C:6]([NH2:8])[C:5](I)=[CH:4][N:3]=1.[CH3:10][CH:11]([C:14]1[CH:15]=[C:16]([O:24][CH3:25])[C:17]([O:22][CH3:23])=[C:18]([O:20][CH3:21])[CH:19]=1)[C:12]#[CH:13]. No catalyst specified. The product is [NH2:1][C:2]1[N:7]=[C:6]([NH2:8])[C:5]([C:13]#[C:12][CH:11]([C:14]2[CH:19]=[C:18]([O:20][CH3:21])[C:17]([O:22][CH3:23])=[C:16]([O:24][CH3:25])[CH:15]=2)[CH3:10])=[CH:4][N:3]=1. The yield is 0.900.